This data is from Forward reaction prediction with 1.9M reactions from USPTO patents (1976-2016). The task is: Predict the product of the given reaction. (1) The product is: [F:24][C:25]1[CH:26]=[C:27]([C:2]2[S:6][C:5]([CH2:7][N:8]3[C:16]4[C:11](=[C:12]([C:19]([F:21])([F:20])[F:22])[C:13]([C:17]#[N:18])=[CH:14][CH:15]=4)[CH:10]=[C:9]3[CH3:23])=[CH:4][CH:3]=2)[CH:28]=[C:29]([F:31])[CH:30]=1. Given the reactants Br[C:2]1[S:6][C:5]([CH2:7][N:8]2[C:16]3[C:11](=[C:12]([C:19]([F:22])([F:21])[F:20])[C:13]([C:17]#[N:18])=[CH:14][CH:15]=3)[CH:10]=[C:9]2[CH3:23])=[CH:4][CH:3]=1.[F:24][C:25]1[CH:26]=[C:27](B(O)O)[CH:28]=[C:29]([F:31])[CH:30]=1, predict the reaction product. (2) Given the reactants [CH3:1][CH:2]1[CH2:7][CH2:6][CH2:5][CH2:4][CH:3]1[NH2:8].[CH2:9]1[CH2:15][S:12](=[O:14])(=[O:13])[O:11][CH2:10]1, predict the reaction product. The product is: [CH3:1][C@H:2]1[CH2:7][CH2:6][CH2:5][CH2:4][C@H:3]1[NH:8][CH2:10][CH2:9][CH2:15][S:12]([OH:14])(=[O:13])=[O:11]. (3) Given the reactants [CH:1]1([NH:7][C:8]2[CH:17]=[C:16]3[C:11]([C:12](=[O:29])[N:13]([CH2:24][CH2:25][CH2:26][C:27]#[N:28])[C:14](=[O:23])[N:15]3[CH:18]3[CH2:22][CH2:21][CH2:20][CH2:19]3)=[CH:10][C:9]=2[F:30])[CH2:6][CH2:5][CH2:4][CH2:3][CH2:2]1.C([Sn]([N:44]=[N+:45]=[N-:46])(CCCC)CCCC)CCC.[OH-].[Na+], predict the reaction product. The product is: [CH:1]1([NH:7][C:8]2[CH:17]=[C:16]3[C:11]([C:12](=[O:29])[N:13]([CH2:24][CH2:25][CH2:26][C:27]4[NH:46][N:45]=[N:44][N:28]=4)[C:14](=[O:23])[N:15]3[CH:18]3[CH2:22][CH2:21][CH2:20][CH2:19]3)=[CH:10][C:9]=2[F:30])[CH2:2][CH2:3][CH2:4][CH2:5][CH2:6]1.